From a dataset of TCR-epitope binding with 47,182 pairs between 192 epitopes and 23,139 TCRs. Binary Classification. Given a T-cell receptor sequence (or CDR3 region) and an epitope sequence, predict whether binding occurs between them. (1) The TCR CDR3 sequence is CASSPEVTSGGHEQYF. The epitope is GLCTLVAML. Result: 1 (the TCR binds to the epitope). (2) The epitope is KMKDLSPRW. The TCR CDR3 sequence is CASSSRTGGDCTEAFF. Result: 1 (the TCR binds to the epitope). (3) The epitope is IYSKHTPINL. The TCR CDR3 sequence is CASSPRDREGRDTQYF. Result: 1 (the TCR binds to the epitope). (4) The epitope is SSNVANYQK. The TCR CDR3 sequence is CASTQGRGGSGYTF. Result: 0 (the TCR does not bind to the epitope).